This data is from Forward reaction prediction with 1.9M reactions from USPTO patents (1976-2016). The task is: Predict the product of the given reaction. Given the reactants Cl[C:2]1[C:3]2[C:10]([F:11])=[CH:9][N:8]([C@@H:12]3[O:27][C@H:26]([CH2:28][O:29]C(C4C=CC(C)=CC=4)=O)[C@@H:15]([O:16]C(C4C=CC(C)=CC=4)=O)[C@@:13]3([CH3:39])[OH:14])[C:4]=2[N:5]=[CH:6][N:7]=1.[NH3:40], predict the reaction product. The product is: [NH2:40][C:2]1[C:3]2[C:10]([F:11])=[CH:9][N:8]([C@@H:12]3[O:27][C@H:26]([CH2:28][OH:29])[C@@H:15]([OH:16])[C@@:13]3([CH3:39])[OH:14])[C:4]=2[N:5]=[CH:6][N:7]=1.